Task: Predict which catalyst facilitates the given reaction.. Dataset: Catalyst prediction with 721,799 reactions and 888 catalyst types from USPTO (1) Reactant: Br[C:2]1[CH:7]=[CH:6][C:5]([C@@H:8]([N:10]([C:18]2[N:23]=[C:22]([N:24]3[C@@H:28]([CH:29]([CH3:31])[CH3:30])[CH2:27][O:26][C:25]3=[O:32])[CH:21]=[CH:20][N:19]=2)[C:11](=[O:17])[O:12][C:13]([CH3:16])([CH3:15])[CH3:14])[CH3:9])=[CH:4][CH:3]=1.[CH:33]1([C:39]([NH2:41])=[O:40])[CH2:38][CH2:37][CH2:36][CH2:35][CH2:34]1.C(=O)([O-])[O-].[Cs+].[Cs+].CC1(C)C2C(=C(P(C3C=CC=CC=3)C3C=CC=CC=3)C=CC=2)OC2C(P(C3C=CC=CC=3)C3C=CC=CC=3)=CC=CC1=2. Product: [CH:33]1([C:39]([NH:41][C:2]2[CH:7]=[CH:6][C:5]([C@@H:8]([N:10]([C:18]3[N:23]=[C:22]([N:24]4[C@@H:28]([CH:29]([CH3:31])[CH3:30])[CH2:27][O:26][C:25]4=[O:32])[CH:21]=[CH:20][N:19]=3)[C:11](=[O:17])[O:12][C:13]([CH3:16])([CH3:15])[CH3:14])[CH3:9])=[CH:4][CH:3]=2)=[O:40])[CH2:38][CH2:37][CH2:36][CH2:35][CH2:34]1. The catalyst class is: 110. (2) Reactant: [C:1](Cl)(=O)C.[Br:5][C:6]1[CH:7]=[C:8]([CH2:12][C:13]([OH:15])=[O:14])[CH:9]=[CH:10][CH:11]=1. Product: [CH3:1][O:14][C:13](=[O:15])[CH2:12][C:8]1[CH:9]=[CH:10][CH:11]=[C:6]([Br:5])[CH:7]=1. The catalyst class is: 5. (3) Reactant: [C:1]([C:3]1[CH:33]=[CH:32][C:6]([CH2:7][NH:8][C:9](=[O:31])[CH:10]([C:14]2[C:19]([F:20])=[CH:18][C:17](B3OC(C)(C)C(C)(C)O3)=[CH:16][C:15]=2[F:30])[O:11][CH2:12][CH3:13])=[CH:5][CH:4]=1)#[N:2].Cl.Br[C:36]1[CH:41]=[CH:40][N:39]=[CH:38][CH:37]=1.C(=O)([O-])[O-].[Na+].[Na+]. Product: [C:1]([C:3]1[CH:4]=[CH:5][C:6]([CH2:7][NH:8][C:9](=[O:31])[CH:10]([C:14]2[C:19]([F:20])=[CH:18][C:17]([C:36]3[CH:41]=[CH:40][N:39]=[CH:38][CH:37]=3)=[CH:16][C:15]=2[F:30])[O:11][CH2:12][CH3:13])=[CH:32][CH:33]=1)#[N:2]. The catalyst class is: 149. (4) Reactant: [F:1][C:2]1[C:9]([OH:10])=[CH:8][CH:7]=[C:6]([I:11])[C:3]=1[C:4]#[N:5].Br[CH2:13][CH2:14][O:15][CH3:16].C([O-])([O-])=O.[K+].[K+]. Product: [F:1][C:2]1[C:9]([O:10][CH2:13][CH2:14][O:15][CH3:16])=[CH:8][CH:7]=[C:6]([I:11])[C:3]=1[C:4]#[N:5]. The catalyst class is: 21. (5) The catalyst class is: 3. Reactant: [Cl:1][C:2]1[CH:9]=[C:8]([N:10]2[C:14]([CH3:15])=[C:13]([OH:16])[C:12]([CH3:17])=[N:11]2)[CH:7]=[CH:6][C:3]=1[C:4]#[N:5].Br[C:19]1[CH:20]=[CH:21][C:22]([C:25]#[N:26])=[N:23][CH:24]=1.C(=O)([O-])[O-].[Cs+].[Cs+].[Cl-].[NH4+]. Product: [Cl:1][C:2]1[CH:9]=[C:8]([N:10]2[C:14]([CH3:15])=[C:13]([O:16][C:19]3[CH:20]=[CH:21][C:22]([C:25]#[N:26])=[N:23][CH:24]=3)[C:12]([CH3:17])=[N:11]2)[CH:7]=[CH:6][C:3]=1[C:4]#[N:5]. (6) Reactant: [H-].[Al+3].[Li+].[H-].[H-].[H-].C[O:8][C:9]([C:11]1([C:16](OC)=[O:17])[CH2:15][CH:14]=[CH:13][CH2:12]1)=O.O.[OH-].[Na+]. Product: [OH:8][CH2:9][C:11]1([CH2:16][OH:17])[CH2:15][CH:14]=[CH:13][CH2:12]1. The catalyst class is: 207. (7) Reactant: [H-].[Na+].[F:3][C:4]([F:24])([F:23])[C:5]1[CH:6]=[C:7]([C@H:15]2[O:20][C:19](=[O:21])[NH:18][C@@H:17]([CH3:22])[CH2:16]2)[CH:8]=[C:9]([C:11]([F:14])([F:13])[F:12])[CH:10]=1.[I:25][C:26]1[CH:31]=[CH:30][C:29]([C:32]([F:35])([F:34])[F:33])=[CH:28][C:27]=1[CH2:36]O. Product: [F:24][C:4]([F:3])([F:23])[C:5]1[CH:6]=[C:7]([C@H:15]2[O:20][C:19](=[O:21])[N:18]([CH2:36][C:27]3[CH:28]=[C:29]([C:32]([F:33])([F:35])[F:34])[CH:30]=[CH:31][C:26]=3[I:25])[C@@H:17]([CH3:22])[CH2:16]2)[CH:8]=[C:9]([C:11]([F:12])([F:13])[F:14])[CH:10]=1. The catalyst class is: 1.